Dataset: Catalyst prediction with 721,799 reactions and 888 catalyst types from USPTO. Task: Predict which catalyst facilitates the given reaction. (1) Reactant: [NH2:1][C:2]1=[N:3][C:4]2([CH2:21][O:22][CH2:23][CH2:24]1)[C:17]1[CH:16]=[C:15]([OH:18])[CH:14]=[C:13]([F:19])[C:12]=1[O:11][C:10]1[C:5]2=[CH:6][C:7]([Br:20])=[CH:8][CH:9]=1.C(=O)([O-])[O-].[Cs+].[Cs+].CN(C=O)C.[CH2:36](I)[C:37]([CH3:40])([CH3:39])[CH3:38]. Product: [Br:20][C:7]1[CH:6]=[C:5]2[C:10]([O:11][C:12]3[C:13]([F:19])=[CH:14][C:15]([O:18][CH2:36][C:37]([CH3:40])([CH3:39])[CH3:38])=[CH:16][C:17]=3[C:4]32[CH2:21][O:22][CH2:23][CH2:24][C:2]([NH2:1])=[N:3]3)=[CH:9][CH:8]=1. The catalyst class is: 6. (2) Product: [Cl:12][C:13]1[CH:18]=[CH:17][C:16]([C:19]([N:24]2[C:32]3[C:27](=[C:28]([N:33]([CH2:38][O:39][CH2:40][CH2:41][Si:42]([CH3:45])([CH3:44])[CH3:43])[S:34]([CH3:37])(=[O:36])=[O:35])[CH:29]=[CH:30][CH:31]=3)[CH:26]=[CH:25]2)([C:22]#[C:23][C:8]([F:11])([F:10])[F:9])[CH2:20][CH3:21])=[CH:15][CH:14]=1. Reactant: O.[F-].[K+].[Si]([C:8]([F:11])([F:10])[F:9])(C)(C)C.[Cl:12][C:13]1[CH:18]=[CH:17][C:16]([C:19]([N:24]2[C:32]3[C:27](=[C:28]([N:33]([CH2:38][O:39][CH2:40][CH2:41][Si:42]([CH3:45])([CH3:44])[CH3:43])[S:34]([CH3:37])(=[O:36])=[O:35])[CH:29]=[CH:30][CH:31]=3)[CH:26]=[CH:25]2)([CH2:22][CH3:23])[C:20]#[CH:21])=[CH:15][CH:14]=1. The catalyst class is: 122. (3) Reactant: [NH:1]1[CH:5]=[CH:4][N:3]=[N:2]1.Br[CH2:7][CH2:8][N:9]1[C:13](=[O:14])[C:12]2=[CH:15][CH:16]=[CH:17][CH:18]=[C:11]2[C:10]1=[O:19].C(=O)([O-])[O-].[K+].[K+]. Product: [N:1]1([CH2:7][CH2:8][N:9]2[C:10](=[O:19])[C:11]3[C:12](=[CH:15][CH:16]=[CH:17][CH:18]=3)[C:13]2=[O:14])[CH:5]=[CH:4][N:3]=[N:2]1. The catalyst class is: 3. (4) Reactant: [NH2:1][C:2]1[CH:14]=[CH:13][C:5]([C:6]([O:8][C:9]([CH3:12])([CH3:11])[CH3:10])=[O:7])=[CH:4][CH:3]=1.C(N(CC)CC)C.[Cl-].ClC1N(C)CC[NH+]1C.[CH3:31][O:32][C:33]1[C:34](=[O:57])[C:35]([CH3:56])=[C:36]([CH2:42][C:43]2[CH:44]=[CH:45][C:46]([O:52][C:53](=[O:55])[CH3:54])=[C:47]([CH:51]=2)[C:48](O)=[O:49])[C:37](=[O:41])[C:38]=1[O:39][CH3:40]. Product: [CH3:31][O:32][C:33]1[C:34](=[O:57])[C:35]([CH3:56])=[C:36]([CH2:42][C:43]2[CH:44]=[CH:45][C:46]([O:52][C:53](=[O:55])[CH3:54])=[C:47]([CH:51]=2)[C:48]([NH:1][C:2]2[CH:14]=[CH:13][C:5]([C:6]([O:8][C:9]([CH3:10])([CH3:11])[CH3:12])=[O:7])=[CH:4][CH:3]=2)=[O:49])[C:37](=[O:41])[C:38]=1[O:39][CH3:40]. The catalyst class is: 2. (5) Reactant: [O-2].[O-2].[O-2].[O-2].[O-2].[V+5:6].[V+5].[C:8]([OH:13])(=[O:12])[C:9]([OH:11])=[O:10]. Product: [C:8]([O-:13])(=[O:12])[C:9]([O-:11])=[O:10].[V+5:6].[C:8]([O-:13])(=[O:12])[C:9]([O-:11])=[O:10].[C:8]([O-:13])(=[O:12])[C:9]([O-:11])=[O:10].[C:8]([O-:13])(=[O:12])[C:9]([O-:11])=[O:10].[C:8]([O-:13])(=[O:12])[C:9]([O-:11])=[O:10].[V+5:6]. The catalyst class is: 6. (6) Reactant: [CH2:1]([CH2:3][NH2:4])[OH:2].C1COCC1.[NH2:10][C:11]1[N:16]=[CH:15][N:14]=[C:13]2[N:17]([CH:20]([C:22]3[C:23]([O:39][CH3:40])=[C:24]([C:30]4[CH:35]=[CH:34][N:33]=[C:32]([C:36](O)=[O:37])[CH:31]=4)[C:25]([CH3:29])=[C:26]([Cl:28])[CH:27]=3)[CH3:21])[N:18]=[CH:19][C:12]=12.F[P-](F)(F)(F)(F)F.N1(O[P+](N(C)C)(N(C)C)N(C)C)C2C=CC=CC=2N=N1.C(N(CC)CC)C. Product: [NH2:10][C:11]1[N:16]=[CH:15][N:14]=[C:13]2[N:17]([CH:20]([C:22]3[C:23]([O:39][CH3:40])=[C:24]([C:30]4[CH:35]=[CH:34][N:33]=[C:32]([C:36]([NH:4][CH2:3][CH2:1][OH:2])=[O:37])[CH:31]=4)[C:25]([CH3:29])=[C:26]([Cl:28])[CH:27]=3)[CH3:21])[N:18]=[CH:19][C:12]=12. The catalyst class is: 9. (7) Reactant: [Br:1][C:2]1[CH:3]=[C:4]([S:9]([NH:12][C:13]2[C:18]([O:19][CH3:20])=[CH:17][C:16]([Cl:21])=[CH:15][N:14]=2)(=[O:11])=[O:10])[CH:5]=[N:6][C:7]=1Cl.[CH3:22][NH:23][CH3:24]. Product: [Br:1][C:2]1[CH:3]=[C:4]([S:9]([NH:12][C:13]2[C:18]([O:19][CH3:20])=[CH:17][C:16]([Cl:21])=[CH:15][N:14]=2)(=[O:11])=[O:10])[CH:5]=[N:6][C:7]=1[N:23]([CH3:24])[CH3:22]. The catalyst class is: 20. (8) Reactant: [NH2:1][C:2]1[CH:3]=[C:4]([CH:20]=[CH:21][CH:22]=1)[O:5][C:6]1[CH:7]=[CH:8][C:9]2[N:10]([CH:12]=[C:13]([C:15]([O:17][CH2:18][CH3:19])=[O:16])[N:14]=2)[N:11]=1.[F:23][C:24]([F:35])([F:34])[C:25]1[CH:26]=[C:27]([CH:31]=[CH:32][CH:33]=1)[C:28](O)=[O:29].ON1C2C=CC=CC=2N=N1.Cl.C(N=C=NCCCN(C)C)C.C(=O)([O-])O.[Na+]. Product: [F:23][C:24]([F:34])([F:35])[C:25]1[CH:26]=[C:27]([CH:31]=[CH:32][CH:33]=1)[C:28]([NH:1][C:2]1[CH:3]=[C:4]([CH:20]=[CH:21][CH:22]=1)[O:5][C:6]1[CH:7]=[CH:8][C:9]2[N:10]([CH:12]=[C:13]([C:15]([O:17][CH2:18][CH3:19])=[O:16])[N:14]=2)[N:11]=1)=[O:29]. The catalyst class is: 9. (9) Reactant: COC1C=CC(C[NH:8][C:9]2[C:14]3[C:15]4[CH:21]=[CH:20][C:19]([C:22]([F:25])([F:24])[F:23])=[CH:18][C:16]=4[S:17][C:13]=3[C:12]([C:26]#[N:27])=[CH:11][N:10]=2)=CC=1.O.[OH-].[K+].[O-:33]P([O-])([O-])=O.[K+].[K+].[K+]. Product: [NH2:8][C:9]1[C:14]2[C:15]3[CH:21]=[CH:20][C:19]([C:22]([F:25])([F:24])[F:23])=[CH:18][C:16]=3[S:17][C:13]=2[C:12]([C:26]([NH2:27])=[O:33])=[CH:11][N:10]=1. The catalyst class is: 82. (10) Reactant: [Cl:1][C:2]1[CH:3]=[C:4]([N:9]2CS/[C:10]/2=[N:13]\[C:14](=O)[C:15]2[CH:20]=[CH:19][CH:18]=[CH:17][CH:16]=2)[CH:5]=[C:6]([Cl:8])[CH:7]=1.[NH2:22][NH2:23]. Product: [Cl:8][C:6]1[CH:5]=[C:4]([NH:9][C:10]2[N:13]=[C:14]([C:15]3[CH:16]=[CH:17][CH:18]=[CH:19][CH:20]=3)[NH:23][N:22]=2)[CH:3]=[C:2]([Cl:1])[CH:7]=1. The catalyst class is: 10.